This data is from Forward reaction prediction with 1.9M reactions from USPTO patents (1976-2016). The task is: Predict the product of the given reaction. (1) Given the reactants [H-].[Na+].[NH:3]1[CH2:8][CH2:7][S:6][CH2:5][C:4]1=[O:9].[Br:10][C:11]1[CH:16]=[CH:15][C:14]([CH2:17][CH2:18][CH2:19]Br)=[CH:13][N:12]=1, predict the reaction product. The product is: [Br:10][C:11]1[N:12]=[CH:13][C:14]([CH2:17][CH2:18][CH2:19][N:3]2[CH2:8][CH2:7][S:6][CH2:5][C:4]2=[O:9])=[CH:15][CH:16]=1. (2) Given the reactants O[C@H:2]([CH3:36])[C@H:3]([NH:5][C:6]([C:8]1[NH:9][C:10]([C:13]2[CH:18]=[C:17]([O:19][C:20]3[CH:21]=[N:22][C:23]([S:26]([CH3:29])(=[O:28])=[O:27])=[CH:24][CH:25]=3)[CH:16]=[C:15]([O:30][C@@H:31]([CH3:35])[CH2:32][O:33][CH3:34])[CH:14]=2)=[CH:11][CH:12]=1)=[O:7])[CH3:4].CS(O)(=O)=O.C(N(CC)CC)C.C(=O)([O-])O.[Na+], predict the reaction product. The product is: [CH3:4][C@@H:3]1[C@H:2]([CH3:36])[O:7][C:6]([C:8]2[NH:9][C:10]([C:13]3[CH:18]=[C:17]([CH:16]=[C:15]([O:30][C@@H:31]([CH3:35])[CH2:32][O:33][CH3:34])[CH:14]=3)[O:19][C:20]3[CH:25]=[CH:24][C:23]([S:26]([CH3:29])(=[O:27])=[O:28])=[N:22][CH:21]=3)=[CH:11][CH:12]=2)=[N:5]1. (3) Given the reactants Br[C:2]1[C:7]([F:8])=[CH:6][C:5]([N:9]2[C:18]3[C:13](=[CH:14][C:15]([S:19]([NH:22][C:23]4[CH:27]=[CH:26][O:25][N:24]=4)(=[O:21])=[O:20])=[CH:16][CH:17]=3)[N:12]=[CH:11][C:10]2=[O:28])=[C:4]([O:29][CH3:30])[CH:3]=1.[F:31][C:32]1[CH:37]=[CH:36][C:35](B(O)O)=[CH:34][CH:33]=1.P([O-])([O-])([O-])=O.[K+].[K+].[K+], predict the reaction product. The product is: [F:8][C:7]1[CH:6]=[C:5]([N:9]2[C:18]3[C:13](=[CH:14][C:15]([S:19]([NH:22][C:23]4[CH:27]=[CH:26][O:25][N:24]=4)(=[O:21])=[O:20])=[CH:16][CH:17]=3)[N:12]=[CH:11][C:10]2=[O:28])[C:4]([O:29][CH3:30])=[CH:3][C:2]=1[C:35]1[CH:36]=[CH:37][C:32]([F:31])=[CH:33][CH:34]=1.